Dataset: NCI-60 drug combinations with 297,098 pairs across 59 cell lines. Task: Regression. Given two drug SMILES strings and cell line genomic features, predict the synergy score measuring deviation from expected non-interaction effect. (1) Drug 1: CC12CCC(CC1=CCC3C2CCC4(C3CC=C4C5=CN=CC=C5)C)O. Drug 2: CC1=C(C(=O)C2=C(C1=O)N3CC4C(C3(C2COC(=O)N)OC)N4)N. Cell line: SK-OV-3. Synergy scores: CSS=12.1, Synergy_ZIP=-4.67, Synergy_Bliss=4.98, Synergy_Loewe=-4.18, Synergy_HSA=4.04. (2) Drug 1: C1=CC(=CC=C1CCC2=CNC3=C2C(=O)NC(=N3)N)C(=O)NC(CCC(=O)O)C(=O)O. Drug 2: C1=C(C(=O)NC(=O)N1)F. Cell line: SK-MEL-5. Synergy scores: CSS=35.2, Synergy_ZIP=-12.2, Synergy_Bliss=-16.4, Synergy_Loewe=-12.9, Synergy_HSA=-12.5. (3) Drug 1: CC1CCC2CC(C(=CC=CC=CC(CC(C(=O)C(C(C(=CC(C(=O)CC(OC(=O)C3CCCCN3C(=O)C(=O)C1(O2)O)C(C)CC4CCC(C(C4)OC)OCCO)C)C)O)OC)C)C)C)OC. Drug 2: CC1C(C(CC(O1)OC2CC(CC3=C2C(=C4C(=C3O)C(=O)C5=CC=CC=C5C4=O)O)(C(=O)C)O)N)O. Cell line: MDA-MB-435. Synergy scores: CSS=62.1, Synergy_ZIP=-1.40, Synergy_Bliss=-1.22, Synergy_Loewe=5.80, Synergy_HSA=6.10. (4) Drug 1: CC(CN1CC(=O)NC(=O)C1)N2CC(=O)NC(=O)C2. Drug 2: CNC(=O)C1=NC=CC(=C1)OC2=CC=C(C=C2)NC(=O)NC3=CC(=C(C=C3)Cl)C(F)(F)F. Cell line: U251. Synergy scores: CSS=30.5, Synergy_ZIP=-1.75, Synergy_Bliss=-1.88, Synergy_Loewe=-2.20, Synergy_HSA=-0.857. (5) Drug 1: COC1=C(C=C2C(=C1)N=CN=C2NC3=CC(=C(C=C3)F)Cl)OCCCN4CCOCC4. Drug 2: C1CN1P(=S)(N2CC2)N3CC3. Cell line: DU-145. Synergy scores: CSS=42.6, Synergy_ZIP=-11.9, Synergy_Bliss=-7.68, Synergy_Loewe=-4.78, Synergy_HSA=-3.54.